Dataset: TCR-epitope binding with 47,182 pairs between 192 epitopes and 23,139 TCRs. Task: Binary Classification. Given a T-cell receptor sequence (or CDR3 region) and an epitope sequence, predict whether binding occurs between them. The epitope is FPPTSFGPL. The TCR CDR3 sequence is CASSSDRGSYEQYF. Result: 1 (the TCR binds to the epitope).